From a dataset of Catalyst prediction with 721,799 reactions and 888 catalyst types from USPTO. Predict which catalyst facilitates the given reaction. Reactant: Cl.[NH2:2][CH:3]([CH2:23][C:24]1[CH:29]=[C:28]([F:30])[CH:27]=[C:26]([F:31])[CH:25]=1)[CH:4]([OH:22])[CH2:5][NH:6][CH:7]1[C:16]2[C:11](=[CH:12][CH:13]=[C:14]([CH2:17][C:18]([CH3:21])([CH3:20])[CH3:19])[CH:15]=2)[CH2:10][CH2:9][CH2:8]1.C(N(CC)C(C)C)(C)C.[F:41][CH2:42][C:43]([O-])=[O:44].[Na+].CN(C(ON1N=NC2C=CC=CC1=2)=[N+](C)C)C.F[P-](F)(F)(F)(F)F. Product: [F:31][C:26]1[CH:25]=[C:24]([CH:29]=[C:28]([F:30])[CH:27]=1)[CH2:23][CH:3]([NH:2][C:43](=[O:44])[CH2:42][F:41])[CH:4]([OH:22])[CH2:5][NH:6][CH:7]1[C:16]2[C:11](=[CH:12][CH:13]=[C:14]([CH2:17][C:18]([CH3:20])([CH3:21])[CH3:19])[CH:15]=2)[CH2:10][CH2:9][CH2:8]1. The catalyst class is: 34.